From a dataset of Peptide-MHC class I binding affinity with 185,985 pairs from IEDB/IMGT. Regression. Given a peptide amino acid sequence and an MHC pseudo amino acid sequence, predict their binding affinity value. This is MHC class I binding data. (1) The peptide sequence is DTFGVIDTM. The MHC is HLA-A03:01 with pseudo-sequence HLA-A03:01. The binding affinity (normalized) is 0.0847. (2) The peptide sequence is CRTAFKPVL. The MHC is HLA-A02:19 with pseudo-sequence HLA-A02:19. The binding affinity (normalized) is 0.0847.